This data is from Forward reaction prediction with 1.9M reactions from USPTO patents (1976-2016). The task is: Predict the product of the given reaction. Given the reactants [CH3:1][O:2][C:3]([CH2:5][O:6][C:7]1[C:8]([N+:15]([O-:17])=[O:16])=[CH:9][C:10]([CH3:14])=[N+:11]([O-])[CH:12]=1)=[O:4].[F:18][C:19]([F:30])([F:29])[C:20]([O:22]C(=O)C(F)(F)F)=[O:21], predict the reaction product. The product is: [CH3:1][O:2][C:3]([CH2:5][O:6][C:7]1[C:8]([N+:15]([O-:17])=[O:16])=[CH:9][C:10]([CH2:14][O:22][C:20](=[O:21])[C:19]([F:30])([F:29])[F:18])=[N:11][CH:12]=1)=[O:4].